The task is: Predict which catalyst facilitates the given reaction.. This data is from Catalyst prediction with 721,799 reactions and 888 catalyst types from USPTO. Reactant: [H-].[Na+].[CH2:3]([O:5][C:6](=[O:16])[CH2:7]P(OCC)(OCC)=O)[CH3:4].[CH:17]([C:19]1[N:20]([C:24]([C:37]2[CH:42]=[CH:41][CH:40]=[CH:39][CH:38]=2)([C:31]2[CH:36]=[CH:35][CH:34]=[CH:33][CH:32]=2)[C:25]2[CH:30]=[CH:29][CH:28]=[CH:27][CH:26]=2)[CH:21]=[CH:22][N:23]=1)=O.O. Product: [C:24]([N:20]1[CH:21]=[CH:22][N:23]=[C:19]1/[CH:17]=[CH:7]/[C:6]([O:5][CH2:3][CH3:4])=[O:16])([C:31]1[CH:32]=[CH:33][CH:34]=[CH:35][CH:36]=1)([C:37]1[CH:42]=[CH:41][CH:40]=[CH:39][CH:38]=1)[C:25]1[CH:30]=[CH:29][CH:28]=[CH:27][CH:26]=1. The catalyst class is: 7.